This data is from Reaction yield outcomes from USPTO patents with 853,638 reactions. The task is: Predict the reaction yield, written as a fraction of the theoretical maximum amount of product (1.0 means a 100% yield; for example, 0.34 means a 34% yield). (1) The reactants are [Cl:1][C:2]1[N:7]=[CH:6][C:5]([NH2:8])=[CH:4][CH:3]=1.[CH3:9][C:10]([O:13][C:14](O[C:14]([O:13][C:10]([CH3:12])([CH3:11])[CH3:9])=[O:15])=[O:15])([CH3:12])[CH3:11].O. The catalyst is O1CCOCC1. The product is [Cl:1][C:2]1[N:7]=[CH:6][C:5]([NH:8][C:14](=[O:15])[O:13][C:10]([CH3:12])([CH3:11])[CH3:9])=[CH:4][CH:3]=1. The yield is 0.782. (2) The reactants are [Br:1][C:2]1[C:3](=[O:32])[N:4]([CH2:19][C:20]2[CH:21]=[CH:22][C:23]([CH:30]=[CH2:31])=[C:24]([CH:29]=2)[C:25]([O:27]C)=[O:26])[C:5]([CH3:18])=[CH:6][C:7]=1[O:8][CH2:9][C:10]1[CH:15]=[CH:14][C:13]([F:16])=[CH:12][C:11]=1[F:17].[OH-].[Na+].O1CCCC1.Cl. The catalyst is O.CO. The product is [Br:1][C:2]1[C:3](=[O:32])[N:4]([CH2:19][C:20]2[CH:21]=[CH:22][C:23]([CH:30]=[CH2:31])=[C:24]([CH:29]=2)[C:25]([OH:27])=[O:26])[C:5]([CH3:18])=[CH:6][C:7]=1[O:8][CH2:9][C:10]1[CH:15]=[CH:14][C:13]([F:16])=[CH:12][C:11]=1[F:17]. The yield is 0.510. (3) The reactants are N1C=CC=CC=1.Cl.[CH3:8][NH:9][O:10][CH3:11].[CH3:12][O:13][C:14]1[CH:15]=[C:16]([CH:20]=[CH:21][CH:22]=1)[C:17](Cl)=[O:18].O. The catalyst is C(Cl)Cl.C1COCC1. The product is [CH3:8][N:9]([O:10][CH3:11])[C:17](=[O:18])[C:16]1[CH:20]=[CH:21][CH:22]=[C:14]([O:13][CH3:12])[CH:15]=1. The yield is 0.980. (4) The reactants are [CH3:1][O:2][C:3]1[CH:4]=[C:5]2[C:10](=[CH:11][C:12]=1[O:13][CH3:14])[N:9]=[CH:8][CH:7]=[C:6]2[O:15][C:16]1[C:25]([F:26])=[CH:24][C:19]2[N:20]=[C:21]([NH2:23])[S:22][C:18]=2[CH:17]=1.CCN(CC)CC.[C:34]1([CH2:40][C:41](Cl)=[O:42])[CH:39]=[CH:38][CH:37]=[CH:36][CH:35]=1.C1COCC1. The catalyst is C(C#N)(C)=O. The product is [CH3:1][O:2][C:3]1[CH:4]=[C:5]2[C:10](=[CH:11][C:12]=1[O:13][CH3:14])[N:9]=[CH:8][CH:7]=[C:6]2[O:15][C:16]1[C:25]([F:26])=[CH:24][C:19]2[N:20]=[C:21]([NH:23][C:41](=[O:42])[CH2:40][C:34]3[CH:39]=[CH:38][CH:37]=[CH:36][CH:35]=3)[S:22][C:18]=2[CH:17]=1. The yield is 0.590. (5) The reactants are [F:1][C:2]1[CH:7]=[C:6]([N:8]2[CH2:13][CH2:12][O:11][CH2:10][CH2:9]2)[C:5]([F:14])=[CH:4][C:3]=1[N:15]1[CH:20]=[C:19]([O:21][CH3:22])[C:18](=[O:23])[C:17]([C:24]([O:26]C)=[O:25])=[N:16]1.[OH-].[Na+].Cl. The catalyst is CCO. The product is [F:1][C:2]1[CH:7]=[C:6]([N:8]2[CH2:9][CH2:10][O:11][CH2:12][CH2:13]2)[C:5]([F:14])=[CH:4][C:3]=1[N:15]1[CH:20]=[C:19]([O:21][CH3:22])[C:18](=[O:23])[C:17]([C:24]([OH:26])=[O:25])=[N:16]1. The yield is 0.960. (6) The reactants are [Mg].II.Br[CH2:5][CH2:6][CH2:7][CH2:8]Br.[CH3:10][O:11][C:12](=O)[C:13]1[CH:18]=[CH:17][CH:16]=[CH:15][C:14]=1[NH2:19].C1N=CN(C(N2C=NC=C2)=[O:27])C=1. The catalyst is CCOCC.C1COCC1. The product is [C:12]12([C:13]3[CH:18]=[CH:17][CH:16]=[CH:15][C:14]=3[NH:19][C:10](=[O:27])[O:11]1)[CH2:8][CH2:7][CH2:6][CH2:5]2. The yield is 0.270. (7) The reactants are Cl.[Cl:2][C:3]1[C:4]([N:9]2[CH2:14][CH2:13][N:12]([CH2:15][CH2:16][NH:17][CH3:18])[CH2:11][CH2:10]2)=[N:5][CH:6]=[CH:7][N:8]=1.C(N(CC)CC)C.[CH3:26][N:27]1[CH:31]=[C:30]([S:32](Cl)(=[O:34])=[O:33])[C:29]([CH3:36])=[N:28]1. The catalyst is ClCCl. The product is [Cl:2][C:3]1[C:4]([N:9]2[CH2:10][CH2:11][N:12]([CH2:15][CH2:16][N:17]([CH3:18])[S:32]([C:30]3[C:29]([CH3:36])=[N:28][N:27]([CH3:26])[CH:31]=3)(=[O:34])=[O:33])[CH2:13][CH2:14]2)=[N:5][CH:6]=[CH:7][N:8]=1. The yield is 1.00. (8) The reactants are [CH3:1][O:2][C:3]1[CH:8]=[CH:7][C:6]([C:9]2[O:13][C:12]([CH:14]3[CH2:19][CH2:18][NH:17][CH2:16][CH2:15]3)=[N:11][C:10]=2[C:20]2[CH:25]=[CH:24][C:23]([C:26]([F:29])([F:28])[F:27])=[CH:22][CH:21]=2)=[CH:5][CH:4]=1.ClC(Cl)(O[C:34](=[O:40])OC(Cl)(Cl)Cl)Cl.C(N(CC)CC)C.Cl.[CH3:50][NH:51][OH:52].[Cl-].[NH4+]. The catalyst is ClCCl. The product is [CH3:1][O:2][C:3]1[CH:8]=[CH:7][C:6]([C:9]2[O:13][C:12]([CH:14]3[CH2:19][CH2:18][N:17]([C:34](=[O:40])[N:51]([OH:52])[CH3:50])[CH2:16][CH2:15]3)=[N:11][C:10]=2[C:20]2[CH:21]=[CH:22][C:23]([C:26]([F:29])([F:27])[F:28])=[CH:24][CH:25]=2)=[CH:5][CH:4]=1. The yield is 0.490.